This data is from Full USPTO retrosynthesis dataset with 1.9M reactions from patents (1976-2016). The task is: Predict the reactants needed to synthesize the given product. (1) Given the product [Cl:1][C:2]1[CH:11]=[CH:10][C:5]([C:6]([O:8][CH3:9])=[O:7])=[CH:4][C:3]=1[C:14]#[C:13][C:15]1[CH:20]=[CH:19][C:18]([F:21])=[CH:17][CH:16]=1, predict the reactants needed to synthesize it. The reactants are: [Cl:1][C:2]1[CH:11]=[CH:10][C:5]([C:6]([O:8][CH3:9])=[O:7])=[CH:4][C:3]=1I.[C:13]([C:15]1[CH:20]=[CH:19][C:18]([F:21])=[CH:17][CH:16]=1)#[CH:14].O1CCCC1. (2) Given the product [NH2:12][C:10]1[C:9]([N+:19]([O-:21])=[O:20])=[CH:8][C:7]([O:22][CH3:23])=[C:6]([OH:5])[CH:11]=1, predict the reactants needed to synthesize it. The reactants are: CC(C)(C)C([O:5][C:6]1[CH:11]=[C:10]([NH:12]C(=O)C(F)(F)F)[C:9]([N+:19]([O-:21])=[O:20])=[CH:8][C:7]=1[O:22][CH3:23])=O.O.C(=O)([O-])[O-].[K+].[K+]. (3) Given the product [CH2:22]([N:11]([C:12]1[CH:17]=[CH:16][CH:15]=[CH:14][C:13]=1[C:18]([F:21])([F:19])[F:20])[S:8]([C:5]1[CH:6]=[CH:7][C:2]([NH:1][C:36]([CH:33]2[CH2:34][CH2:35][N:30]([S:27]([CH3:26])(=[O:29])=[O:28])[CH2:31][CH2:32]2)=[O:37])=[CH:3][CH:4]=1)(=[O:10])=[O:9])[CH:23]([CH3:25])[CH3:24], predict the reactants needed to synthesize it. The reactants are: [NH2:1][C:2]1[CH:7]=[CH:6][C:5]([S:8]([N:11]([CH2:22][CH:23]([CH3:25])[CH3:24])[C:12]2[CH:17]=[CH:16][CH:15]=[CH:14][C:13]=2[C:18]([F:21])([F:20])[F:19])(=[O:10])=[O:9])=[CH:4][CH:3]=1.[CH3:26][S:27]([N:30]1[CH2:35][CH2:34][CH:33]([C:36](Cl)=[O:37])[CH2:32][CH2:31]1)(=[O:29])=[O:28].CCN(C(C)C)C(C)C.